This data is from Experimentally validated miRNA-target interactions with 360,000+ pairs, plus equal number of negative samples. The task is: Binary Classification. Given a miRNA mature sequence and a target amino acid sequence, predict their likelihood of interaction. (1) The miRNA is hsa-miR-335-5p with sequence UCAAGAGCAAUAACGAAAAAUGU. The protein sequence of the target gene is MSRGPSSAVLPSALGSRKLGPRSLSCLSDLDGGVALEPRACRPPGSPGRAPPPTPAPSGCDPRLRPIILRRARSLPSSPERRQKAAGAPGAACRPGCSQKLRVRFADALGLELAQVKVFNAGDDPSVPLHVLSRLAINSDLCCSSQDLEFTLHCLVPDFPPPVEAADFGERLQRQLVCLERVTCSDLGISGTVRVCNVAFEKQVAVRYTFSGWRSTHEAVARWRGPAGPEGTEDVFTFGFPVPPFLLELGSRVHFAVRYQVAGAEYWDNNDHRDYSLTCRNHALHMPRGECEESWIHFI. Result: 1 (interaction). (2) The miRNA is hsa-miR-194-3p with sequence CCAGUGGGGCUGCUGUUAUCUG. The protein sequence of the target gene is MAQFAFESDLHSLLQLDAPIPNAPPARWQRKAKEAAGPAPSPMRAANRSHSAGRTPGRTPGKSSSKVQTTPSKPGGDRYIPHRSAAQMEVASFLLSKENQPENSQTPTKKEHQKAWALNLNGFDVEEAKILRLSGKPQNAPEGYQNRLKVLYSQKATPGSSRKTCRYIPSLPDRILDAPEIRNDYYLNLVDWSSGNVLAVALDNSVYLWSASSGDILQLLQMEQPGEYISSVAWIKEGNYLAVGTSSAEVQLWDVQQQKRLRNMTSHSARVGSLSWNSYILSSGSRSGHIHHHDVRVAEH.... Result: 0 (no interaction).